From a dataset of Catalyst prediction with 721,799 reactions and 888 catalyst types from USPTO. Predict which catalyst facilitates the given reaction. (1) Reactant: [OH:1][C:2]1[CH:3]=[C:4]2[C:9](=[CH:10][CH:11]=1)[CH:8]=[C:7]([C:12]1[O:13][C:14]3[CH:26]=[CH:25][CH:24]=[CH:23][C:15]=3[C:16]=1[C:17](=[O:22])[CH2:18][CH2:19][CH2:20][CH3:21])[CH:6]=[CH:5]2.C([O-])(=O)C.[K+].[Br:32]Br.O. Product: [Br:32][C:3]1[C:2]([OH:1])=[CH:11][CH:10]=[C:9]2[C:4]=1[CH:5]=[CH:6][C:7]([C:12]1[O:13][C:14]3[CH:26]=[CH:25][CH:24]=[CH:23][C:15]=3[C:16]=1[C:17](=[O:22])[CH2:18][CH2:19][CH2:20][CH3:21])=[CH:8]2. The catalyst class is: 15. (2) Reactant: Cl.Cl[C:3]1[N:16]2[C:7](=[N:8][C:9]3[C:14]([C:15]2=[O:17])=[C:13]([F:18])[CH:12]=[CH:11][CH:10]=3)[C:6]2[CH:19]=[CH:20][N:21]([S:22]([C:25]3[CH:30]=[CH:29][C:28]([CH3:31])=[CH:27][CH:26]=3)(=[O:24])=[O:23])[C:5]=2[N:4]=1.[CH3:32][O:33][C:34]1[CH:35]=[C:36]2[C:40](=[CH:41][C:42]=1[NH2:43])[N:39]([C:44](=[O:51])[C@@H:45]1[CH2:49][CH2:48][CH2:47][N:46]1[CH3:50])[CH2:38][CH2:37]2.ClCCl.C(OCC)C. Product: [F:18][C:13]1[CH:12]=[CH:11][CH:10]=[C:9]2[C:14]=1[C:15](=[O:17])[N:16]1[C:3]([NH:43][C:42]3[CH:41]=[C:40]4[C:36]([CH2:37][CH2:38][N:39]4[C:44](=[O:51])[C@@H:45]4[CH2:49][CH2:48][CH2:47][N:46]4[CH3:50])=[CH:35][C:34]=3[O:33][CH3:32])=[N:4][C:5]3[N:21]([S:22]([C:25]4[CH:26]=[CH:27][C:28]([CH3:31])=[CH:29][CH:30]=4)(=[O:23])=[O:24])[CH:20]=[CH:19][C:6]=3[C:7]1=[N:8]2. The catalyst class is: 836. (3) Reactant: [CH2:1]([N:3]1[CH2:8][CH2:7][N:6]([C:9]2[CH:14]=[CH:13][C:12]([NH:15][C:16]3[CH:21]=[C:20]([NH:22][CH3:23])[N:19]=[CH:18][N:17]=3)=[C:11]([N+:24]([O-:26])=[O:25])[CH:10]=2)[CH2:5][CH2:4]1)[CH3:2].[H-].[Na+].[Cl:29][C:30]1[C:35]([N:36]=[C:37]=[O:38])=[C:34]([Cl:39])[C:33]([O:40][CH3:41])=[CH:32][C:31]=1[O:42][CH3:43].[NH4+].[Cl-]. Product: [Cl:29][C:30]1[C:31]([O:42][CH3:43])=[CH:32][C:33]([O:40][CH3:41])=[C:34]([Cl:39])[C:35]=1[NH:36][C:37](=[O:38])[N:22]([C:20]1[CH:21]=[C:16]([NH:15][C:12]2[CH:13]=[CH:14][C:9]([N:6]3[CH2:7][CH2:8][N:3]([CH2:1][CH3:2])[CH2:4][CH2:5]3)=[CH:10][C:11]=2[N+:24]([O-:26])=[O:25])[N:17]=[CH:18][N:19]=1)[CH3:23]. The catalyst class is: 1.